This data is from Retrosynthesis with 50K atom-mapped reactions and 10 reaction types from USPTO. The task is: Predict the reactants needed to synthesize the given product. (1) Given the product N#CCc1c(-c2ccccc2)sc2ccc(Cl)cc12, predict the reactants needed to synthesize it. The reactants are: Clc1ccc2sc(-c3ccccc3)c(CBr)c2c1.[C-]#N. (2) Given the product CN1CCN(Cc2ccc(C#N)cc2)CC1, predict the reactants needed to synthesize it. The reactants are: CN1CCNCC1.N#Cc1ccc(CBr)cc1. (3) Given the product Cc1cn(C)c(-c2cnc(Nc3ccc(Cl)cc3)c(Cl)c2)n1, predict the reactants needed to synthesize it. The reactants are: CI.Cc1c[nH]c(-c2cnc(Nc3ccc(Cl)cc3)c(Cl)c2)n1.